This data is from Reaction yield outcomes from USPTO patents with 853,638 reactions. The task is: Predict the reaction yield, written as a fraction of the theoretical maximum amount of product (1.0 means a 100% yield; for example, 0.34 means a 34% yield). (1) The reactants are [CH2:1]([O:3][C:4]1[CH:9]=[C:8]([C:10]([O:12]C)=[O:11])[CH:7]=[CH:6][C:5]=1[C:14]1[CH:19]=[CH:18][CH:17]=[CH:16][C:15]=1[CH3:20])[CH3:2].[OH-].[Li+]. The catalyst is C1COCC1.O. The product is [CH2:1]([O:3][C:4]1[CH:9]=[C:8]([C:10]([OH:12])=[O:11])[CH:7]=[CH:6][C:5]=1[C:14]1[CH:19]=[CH:18][CH:17]=[CH:16][C:15]=1[CH3:20])[CH3:2]. The yield is 0.930. (2) The reactants are [CH3:1][C:2]1[CH:14]=[CH:13][C:5]([C:6]([O:8][C:9]([CH3:12])([CH3:11])[CH3:10])=[O:7])=[CH:4][N:3]=1.C1C(=O)N([Br:22])C(=O)C1.CC(N=NC(C#N)(C)C)(C#N)C. The catalyst is C(Cl)(Cl)(Cl)Cl. The product is [Br:22][CH2:1][C:2]1[CH:14]=[CH:13][C:5]([C:6]([O:8][C:9]([CH3:11])([CH3:10])[CH3:12])=[O:7])=[CH:4][N:3]=1. The yield is 0.257.